Dataset: Catalyst prediction with 721,799 reactions and 888 catalyst types from USPTO. Task: Predict which catalyst facilitates the given reaction. Reactant: [F-].[K+].FC(F)(F)S([O:8][C:9](F)(F)F)(=O)=O.[F:15][C:16]([F:22])([F:21])S(F)(=O)=O.F[C:24](F)(F)[O-:25].[K+].S([O-])(=O)(=O)[CH3:30]. Product: [F:15][C:16]([F:22])([F:21])[O:25][CH2:24][CH2:30][CH2:9][OH:8]. The catalyst class is: 80.